Dataset: Experimentally validated miRNA-target interactions with 360,000+ pairs, plus equal number of negative samples. Task: Binary Classification. Given a miRNA mature sequence and a target amino acid sequence, predict their likelihood of interaction. The miRNA is hsa-miR-186-5p with sequence CAAAGAAUUCUCCUUUUGGGCU. The protein sequence of the target gene is MSRLSRSLLWAATCLGVLCVLSADKNTTQHPNVTTLAPISNVTSAPVTSLPLVTTPAPETCEGRNSCVSCFNVSVVNTTCFWIECKDESYCSHNSTVSDCQVGNTTDFCSVSTATPVPTANSTAKPTVQPSPSTTSKTVTTSGTTNNTVTPTSQPVRKSTFDAASFIGGIVLVLGVQAVIFFLYKFCKSKERNYHTL. Result: 1 (interaction).